From a dataset of CYP2D6 inhibition data for predicting drug metabolism from PubChem BioAssay. Regression/Classification. Given a drug SMILES string, predict its absorption, distribution, metabolism, or excretion properties. Task type varies by dataset: regression for continuous measurements (e.g., permeability, clearance, half-life) or binary classification for categorical outcomes (e.g., BBB penetration, CYP inhibition). Dataset: cyp2d6_veith. (1) The compound is Clc1ccc(COC(Cn2ccnc2)c2ccc(Cl)cc2Cl)c(Cl)c1. The result is 1 (inhibitor). (2) The molecule is COc1cccc(-c2ccc3ncnc(N(C)C)c3c2)c1. The result is 1 (inhibitor). (3) The drug is O=C(N/N=C/C=C/c1ccccc1)c1cc2c(ccc3ccccc32)o1. The result is 0 (non-inhibitor). (4) The drug is COc1cccc(-c2cc(C(F)(F)F)nc(N3CCN(c4ccccc4)CC3)n2)c1. The result is 0 (non-inhibitor). (5) The compound is CC(=O)OCc1nc2ccccc2s1. The result is 0 (non-inhibitor).